This data is from NCI-60 drug combinations with 297,098 pairs across 59 cell lines. The task is: Regression. Given two drug SMILES strings and cell line genomic features, predict the synergy score measuring deviation from expected non-interaction effect. Drug 1: C1=NNC2=C1C(=O)NC=N2. Drug 2: CC(C)CN1C=NC2=C1C3=CC=CC=C3N=C2N. Cell line: T-47D. Synergy scores: CSS=6.54, Synergy_ZIP=-1.20, Synergy_Bliss=-1.58, Synergy_Loewe=1.84, Synergy_HSA=0.158.